From a dataset of Reaction yield outcomes from USPTO patents with 853,638 reactions. Predict the reaction yield, written as a fraction of the theoretical maximum amount of product (1.0 means a 100% yield; for example, 0.34 means a 34% yield). (1) The reactants are Br[CH2:2][CH2:3][CH2:4][CH2:5][C:6]1[CH:11]=[CH:10][C:9]([O:12][CH3:13])=[CH:8][CH:7]=1.[I-:14].[Na+]. The catalyst is CC(C)=O. The product is [I:14][CH2:2][CH2:3][CH2:4][CH2:5][C:6]1[CH:11]=[CH:10][C:9]([O:12][CH3:13])=[CH:8][CH:7]=1. The yield is 0.970. (2) The reactants are [Br:1][C:2]1[CH:7]=[CH:6][C:5]([O:8][CH2:9][CH2:10][C:11]#[CH:12])=[C:4]([N+:13]([O-])=O)[CH:3]=1. The catalyst is [Fe].O.O.O.O.O.O.[Fe](Cl)(Cl)Cl.C(O)(=O)C. The product is [Br:1][C:2]1[CH:7]=[CH:6][C:5]([O:8][CH2:9][CH2:10][C:11]#[CH:12])=[C:4]([NH2:13])[CH:3]=1. The yield is 0.890. (3) The reactants are [CH2:1]([NH:8][CH2:9][CH2:10][CH2:11][NH:12][CH2:13][C:14]1[CH:19]=[CH:18][CH:17]=[CH:16][CH:15]=1)[C:2]1[CH:7]=[CH:6][CH:5]=[CH:4][CH:3]=1.Br[CH:21]([CH2:26]Br)[C:22]([O:24][CH3:25])=[O:23].C(=O)([O-])[O-].[K+].[K+].CO. The catalyst is CN(C)C=O.C(OCC)(=O)C.O. The product is [CH3:25][O:24][C:22]([CH:21]1[CH2:26][N:12]([CH2:13][C:14]2[CH:15]=[CH:16][CH:17]=[CH:18][CH:19]=2)[CH2:11][CH2:10][CH2:9][N:8]1[CH2:1][C:2]1[CH:3]=[CH:4][CH:5]=[CH:6][CH:7]=1)=[O:23]. The yield is 0.0700. (4) The reactants are [Br:1][C:2]1[C:3](F)=[C:4]2[C:10]([NH:11][C:12](=[O:19])[C:13]3[CH:18]=[CH:17][CH:16]=[N:15][CH:14]=3)=[CH:9][NH:8][C:5]2=[N:6][CH:7]=1.[CH3:21][N:22]([CH:30]1[CH2:34][CH2:33][NH:32][CH2:31]1)C(=O)OC(C)(C)C.CCN(C(C)C)C(C)C.C(O)(C(F)(F)F)=O. The catalyst is CCCCO.C(Cl)Cl. The product is [Br:1][C:2]1[C:3]([N:32]2[CH2:33][CH2:34][CH:30]([NH:22][CH3:21])[CH2:31]2)=[C:4]2[C:10]([NH:11][C:12](=[O:19])[C:13]3[CH:18]=[CH:17][CH:16]=[N:15][CH:14]=3)=[CH:9][NH:8][C:5]2=[N:6][CH:7]=1. The yield is 0.590. (5) The yield is 0.640. The product is [C:23]([O:22][C:20]([N:27]1[CH2:32][CH2:31][CH:30]([NH:1][C:2]2[CH:7]=[CH:6][C:5]([S:8](=[O:10])(=[O:9])[N:11]([CH2:13][C:14]3[CH:15]=[CH:16][CH:17]=[CH:18][CH:19]=3)[CH3:12])=[CH:4][CH:3]=2)[CH2:29][CH2:28]1)=[O:21])([CH3:26])([CH3:24])[CH3:25]. No catalyst specified. The reactants are [NH2:1][C:2]1[CH:7]=[CH:6][C:5]([S:8]([N:11]([CH2:13][C:14]2[CH:19]=[CH:18][CH:17]=[CH:16][CH:15]=2)[CH3:12])(=[O:10])=[O:9])=[CH:4][CH:3]=1.[C:20]([N:27]1[CH2:32][CH2:31][C:30](=O)[CH2:29][CH2:28]1)([O:22][C:23]([CH3:26])([CH3:25])[CH3:24])=[O:21]. (6) The reactants are [NH:1]1[CH2:9][CH2:8][CH2:7][C@@H:3]([C:4]([OH:6])=[O:5])[CH2:2]1.[CH3:10][C:11]([O:14][C:15](O[C:15]([O:14][C:11]([CH3:13])([CH3:12])[CH3:10])=[O:16])=[O:16])([CH3:13])[CH3:12].C([O-])(O)=O.[Na+].Cl. The catalyst is C1COCC1.O.CCOCC. The product is [C:15]([N:1]1[CH2:9][CH2:8][CH2:7][C@@H:3]([C:4]([OH:6])=[O:5])[CH2:2]1)([O:14][C:11]([CH3:13])([CH3:12])[CH3:10])=[O:16]. The yield is 0.970.